This data is from Forward reaction prediction with 1.9M reactions from USPTO patents (1976-2016). The task is: Predict the product of the given reaction. (1) Given the reactants Cl.Cl[CH2:3][CH2:4][N:5]1[CH2:10][CH2:9][O:8][CH2:7][CH2:6]1.[OH:11][C:12]1[CH:19]=[CH:18][C:15]([CH:16]=[O:17])=[CH:14][CH:13]=1, predict the reaction product. The product is: [N:5]1([CH2:4][CH2:3][O:11][C:12]2[CH:19]=[CH:18][C:15]([CH:16]=[O:17])=[CH:14][CH:13]=2)[CH2:10][CH2:9][O:8][CH2:7][CH2:6]1. (2) Given the reactants [CH3:1][C:2]([CH3:9])([CH3:8])[C:3](=O)[CH2:4][C:5]#[N:6].[ClH:10].[CH3:11][O:12][C:13]1[CH:14]=[C:15]([NH:19][NH2:20])[CH:16]=[CH:17][CH:18]=1.C(O)(=O)C, predict the reaction product. The product is: [ClH:10].[C:2]([C:3]1[CH:4]=[C:5]([NH2:6])[N:19]([C:15]2[CH:16]=[CH:17][CH:18]=[C:13]([O:12][CH3:11])[CH:14]=2)[N:20]=1)([CH3:9])([CH3:8])[CH3:1]. (3) Given the reactants [F:1][C:2]1[CH:19]=[CH:18][C:5](/[CH:6]=[N:7]/[C:8]2[CH:16]=[CH:15][CH:14]=[C:13]3[C:9]=2[CH2:10][O:11][C:12]3=[O:17])=[CH:4][CH:3]=1.[CH:20]([C:22]1[CH:32]=[CH:31][C:25]([C:26]([N:28]([CH3:30])[CH3:29])=[O:27])=[CH:24][CH:23]=1)=O.[O-:33][CH2:34][CH3:35].[Na+].O, predict the reaction product. The product is: [CH3:29][N:28]([CH3:30])[C:26]([C:25]1[CH:31]=[CH:32][C:22]([CH:20]2[C:34](=[O:33])[C:35]3[C:13]([C:12]([O:11][CH2:10][CH3:9])=[O:17])=[CH:14][CH:15]=[CH:16][C:8]=3[NH:7][CH:6]2[C:5]2[CH:18]=[CH:19][C:2]([F:1])=[CH:3][CH:4]=2)=[CH:23][CH:24]=1)=[O:27]. (4) Given the reactants [CH3:1][O:2][C:3]1[CH:9]=[CH:8][C:6]([NH2:7])=[C:5]([CH3:10])[CH:4]=1.[N+:11]([C:14]1[CH:21]=[CH:20][CH:19]=[CH:18][C:15]=1[CH:16]=O)([O-])=O, predict the reaction product. The product is: [CH3:1][O:2][C:3]1[CH:9]=[CH:8][C:6]([N:7]2[CH:16]=[C:15]3[C:14]([CH:21]=[CH:20][CH:19]=[CH:18]3)=[N:11]2)=[C:5]([CH3:10])[CH:4]=1. (5) Given the reactants Br[C:2]1[CH:7]=[CH:6][CH:5]=[CH:4][C:3]=1[CH2:8][N:9]1[C:14](=[O:15])[C:13]([C:16]([NH:18][CH2:19][C:20]([OH:22])=[O:21])=[O:17])=[C:12]([OH:23])[C:11]([CH:24]([CH3:26])[CH3:25])=[N:10]1.[N+:27]([C:30]1[CH:35]=[CH:34][C:33](B(O)O)=[CH:32][CH:31]=1)([O-:29])=[O:28].C(=O)([O-])[O-].[K+].[K+].Cl, predict the reaction product. The product is: [OH:23][C:12]1[C:11]([CH:24]([CH3:26])[CH3:25])=[N:10][N:9]([CH2:8][C:3]2[CH:4]=[CH:5][CH:6]=[CH:7][C:2]=2[C:33]2[CH:34]=[CH:35][C:30]([N+:27]([O-:29])=[O:28])=[CH:31][CH:32]=2)[C:14](=[O:15])[C:13]=1[C:16]([NH:18][CH2:19][C:20]([OH:22])=[O:21])=[O:17].